From a dataset of Forward reaction prediction with 1.9M reactions from USPTO patents (1976-2016). Predict the product of the given reaction. (1) The product is: [ClH:31].[ClH:31].[NH2:7][CH:8]([CH3:9])[C:10]([NH:11][C:12]1[NH:13][N:14]=[C:15]([C:17]2[CH:22]=[CH:21][CH:20]=[CH:19][CH:18]=2)[CH:16]=1)=[O:23]. Given the reactants C(OC(=O)[NH:7][CH:8]([C:10](=[O:23])[NH:11][C:12]1[NH:13][N:14]=[C:15]([C:17]2[CH:22]=[CH:21][CH:20]=[CH:19][CH:18]=2)[CH:16]=1)[CH3:9])(C)(C)C.O1CCOCC1.[ClH:31], predict the reaction product. (2) Given the reactants [NH2:1][C:2]1[C:15]2[C:14](=[O:16])[C:13]3[C:8](=[CH:9][CH:10]=[CH:11][CH:12]=3)[C:7](=[O:17])[C:6]=2[C:5]([NH2:18])=[CH:4][C:3]=1S(O)(=O)=O.[CH3:23][N:24]([CH3:28])[CH2:25][CH2:26][OH:27].[OH-].[K+].[CH3:31][O:32][S:33]([O:36]C)(=[O:35])=[O:34], predict the reaction product. The product is: [CH3:31][O:32][S:33]([O-:36])(=[O:35])=[O:34].[NH2:1][C:2]1[C:15]2[C:14](=[O:16])[C:13]3[C:8](=[CH:9][CH:10]=[CH:11][CH:12]=3)[C:7](=[O:17])[C:6]=2[C:5]([NH2:18])=[CH:4][C:3]=1[O:27][CH2:26][CH2:25][N+:24]([CH3:31])([CH3:28])[CH3:23]. (3) The product is: [CH:21]1([C:5]2[N:4]=[C:3]([CH2:2][NH:1][C:26]([NH2:28])=[O:27])[N:7]([CH2:8][CH3:9])[C:6]=2[S:10][C:11]2[CH:18]=[C:15]([C:16]#[N:17])[CH:14]=[C:13]([C:19]#[N:20])[CH:12]=2)[CH2:23][CH2:22]1. Given the reactants [NH2:1][CH2:2][C:3]1[N:7]([CH2:8][CH3:9])[C:6]([S:10][C:11]2[CH:12]=[C:13]([C:19]#[N:20])[CH:14]=[C:15]([CH:18]=2)[C:16]#[N:17])=[C:5]([CH:21]2[CH2:23][CH2:22]2)[N:4]=1.ClC(Cl)(Cl)[C:26]([N:28]=C=O)=[O:27], predict the reaction product. (4) Given the reactants CC1(C)C(C)(C)OB([C:9]2[CH:19]=[CH:18][CH:17]=[CH:16][C:10]=2[C:11]([O:13][CH2:14][CH3:15])=[O:12])O1.C(=O)([O-])[O-].[K+].[K+].O.[NH2:28][C:29]1[N:38]=[C:37]([C:39]([N:41]2[CH2:49][C:48]3[C:43](=[CH:44][CH:45]=[CH:46][CH:47]=3)[CH2:42]2)=[O:40])[C:36]2[C:31](=[CH:32][CH:33]=[C:34](I)[CH:35]=2)[N:30]=1, predict the reaction product. The product is: [NH2:28][C:29]1[N:38]=[C:37]([C:39]([N:41]2[CH2:42][C:43]3[C:48](=[CH:47][CH:46]=[CH:45][CH:44]=3)[CH2:49]2)=[O:40])[C:36]2[C:31](=[CH:32][CH:33]=[C:34]([C:9]3[CH:19]=[CH:18][CH:17]=[CH:16][C:10]=3[C:11]([O:13][CH2:14][CH3:15])=[O:12])[CH:35]=2)[N:30]=1. (5) Given the reactants [CH3:1][O:2][C:3]1[N:8]2[N:9]=[C:10]([NH2:12])[N:11]=[C:7]2[C:6]([C:13]2[CH:18]=[CH:17][CH:16]=[CH:15][CH:14]=2)=[CH:5][CH:4]=1.[F:19][C:20]1[CH:25]=[CH:24][C:23]([C:26](Cl)=[O:27])=[CH:22][CH:21]=1, predict the reaction product. The product is: [F:19][C:20]1[CH:25]=[CH:24][C:23]([C:26]([NH:12][C:10]2[N:11]=[C:7]3[C:6]([C:13]4[CH:14]=[CH:15][CH:16]=[CH:17][CH:18]=4)=[CH:5][CH:4]=[C:3]([O:2][CH3:1])[N:8]3[N:9]=2)=[O:27])=[CH:22][CH:21]=1. (6) Given the reactants [Li+].[OH-].[S:3]1[C:7]2[CH:8]=[CH:9][CH:10]=[CH:11][C:6]=2[N:5]=[C:4]1[NH:12][C:13]([N:15]1[C:24]2[C:19](=[CH:20][CH:21]=[C:22]([C:25]3[N:30]=[C:29]([C:31]([O:33]C)=[O:32])[C:28]([O:35][CH2:36][CH2:37][CH2:38][O:39][C:40]4[CH:45]=[CH:44][CH:43]=[CH:42][CH:41]=4)=[CH:27][CH:26]=3)[CH:23]=2)[N:18]([CH3:46])[CH2:17][CH2:16]1)=[O:14].Cl, predict the reaction product. The product is: [S:3]1[C:7]2[CH:8]=[CH:9][CH:10]=[CH:11][C:6]=2[N:5]=[C:4]1[NH:12][C:13]([N:15]1[C:24]2[C:19](=[CH:20][CH:21]=[C:22]([C:25]3[N:30]=[C:29]([C:31]([OH:33])=[O:32])[C:28]([O:35][CH2:36][CH2:37][CH2:38][O:39][C:40]4[CH:41]=[CH:42][CH:43]=[CH:44][CH:45]=4)=[CH:27][CH:26]=3)[CH:23]=2)[N:18]([CH3:46])[CH2:17][CH2:16]1)=[O:14].